From a dataset of CYP2C19 inhibition data for predicting drug metabolism from PubChem BioAssay. Regression/Classification. Given a drug SMILES string, predict its absorption, distribution, metabolism, or excretion properties. Task type varies by dataset: regression for continuous measurements (e.g., permeability, clearance, half-life) or binary classification for categorical outcomes (e.g., BBB penetration, CYP inhibition). Dataset: cyp2c19_veith. (1) The compound is Cc1ccc2c(c1)-c1c(cnn1CC(=O)O)CO2. The result is 0 (non-inhibitor). (2) The compound is CCc1ccc(/C=C\C(=O)N2CCc3ccccc3C2)cc1. The result is 1 (inhibitor). (3) The compound is CCC(=O)N[C@@H]1CCc2cccc(OC)c2C1. The result is 0 (non-inhibitor). (4) The molecule is NS(=O)(=O)c1ccc(CCNC(=O)CSc2ccccc2)cc1. The result is 0 (non-inhibitor). (5) The result is 0 (non-inhibitor). The drug is FC(F)(F)c1cc(CO[C@@H]2CCCN[C@H]2c2ccccc2)cc(C(F)(F)F)c1. (6) The compound is Cc1ccc(C)c(Nc2c([N+](=O)[O-])cc([N+](=O)[O-])c3cccnc23)c1. The result is 1 (inhibitor).